This data is from Forward reaction prediction with 1.9M reactions from USPTO patents (1976-2016). The task is: Predict the product of the given reaction. (1) Given the reactants [NH2:1][N:2]1[CH2:7][CH2:6][CH2:5][CH2:4][C@@H:3]1[CH2:8][OH:9].NN1CCC[C@H]1CO.NN1CCC[C@@H]1CO, predict the reaction product. The product is: [NH2:1][N:2]1[CH2:7][CH2:6][CH2:5][CH2:4][C@H:3]1[CH2:8][OH:9]. (2) Given the reactants C([O:4][C@H:5]1[C@@H:29]([O:30]C(=O)C)[C@H:28]([O:34]C(=O)C)[C@@H:27]([CH2:38][O:39]C(=O)C)[O:26][C@@H:6]1[O:7][C:8]1[CH:13]=[CH:12][C:11]([N:14]2[C:22]3[C:17](=[CH:18][C:19]([O:23][CH3:24])=[CH:20][CH:21]=3)[CH:16]=[CH:15]2)=[CH:10][C:9]=1[Cl:25])(=O)C.CO[Na].CO, predict the reaction product. The product is: [O:7]([C:8]1[CH:13]=[CH:12][C:11]([N:14]2[C:22]3[C:17](=[CH:18][C:19]([O:23][CH3:24])=[CH:20][CH:21]=3)[CH:16]=[CH:15]2)=[CH:10][C:9]=1[Cl:25])[C@H:6]1[O:26][C@H:27]([CH2:38][OH:39])[C@@H:28]([OH:34])[C@H:29]([OH:30])[C@@H:5]1[OH:4]. (3) Given the reactants [Cl:1][C:2]1[CH:18]=[CH:17][C:5]([C:6]([N:8]([C:10]2[CH:15]=[CH:14][CH:13]=[CH:12][C:11]=2[OH:16])[CH3:9])=[O:7])=[CH:4][C:3]=1[C:19]1[CH:20]=[N:21][C:22]([C:27]([F:30])([F:29])[F:28])=[CH:23][C:24]=1[C:25]#[N:26].C([O:35][C:36]([C@@H:38]1[CH2:42][CH2:41][CH2:40][N:39]1[CH2:43][CH2:44][CH2:45]O)=[O:37])(C)(C)C.C1(P(C2C=CC=CC=2)C2C=CC=CC=2)C=CC=CC=1.CC(OC(/N=N/C(OC(C)C)=O)=O)C, predict the reaction product. The product is: [Cl:1][C:2]1[CH:18]=[CH:17][C:5]([C:6]([N:8]([CH3:9])[C:10]2[CH:15]=[CH:14][CH:13]=[CH:12][C:11]=2[O:16][CH2:45][CH2:44][CH2:43][N:39]2[CH2:40][CH2:41][CH2:42][C@H:38]2[C:36]([OH:37])=[O:35])=[O:7])=[CH:4][C:3]=1[C:19]1[CH:20]=[N:21][C:22]([C:27]([F:30])([F:28])[F:29])=[CH:23][C:24]=1[C:25]#[N:26]. (4) Given the reactants [Si:1]([O:8][CH:9]1[CH2:14][CH2:13][CH2:12][CH:11]([N:15]2[CH:20]=[C:19]([CH3:21])[C:18](=[O:22])[NH:17][C:16]2=[O:23])[CH2:10]1)([C:4]([CH3:7])([CH3:6])[CH3:5])([CH3:3])[CH3:2].CCN(C(C)C)C(C)C.[C:33](Cl)(=[O:40])[C:34]1[CH:39]=[CH:38][CH:37]=[CH:36][CH:35]=1.C([O-])(O)=O.[Na+], predict the reaction product. The product is: [C:33]([N:17]1[C:18](=[O:22])[C:19]([CH3:21])=[CH:20][N:15]([CH:11]2[CH2:12][CH2:13][CH2:14][CH:9]([O:8][Si:1]([C:4]([CH3:7])([CH3:5])[CH3:6])([CH3:3])[CH3:2])[CH2:10]2)[C:16]1=[O:23])(=[O:40])[C:34]1[CH:39]=[CH:38][CH:37]=[CH:36][CH:35]=1.